Dataset: Forward reaction prediction with 1.9M reactions from USPTO patents (1976-2016). Task: Predict the product of the given reaction. (1) Given the reactants C([Li])CCC.[S:6]1[C:10]2[CH:11]=[CH:12][CH:13]=[CH:14][C:9]=2[N:8]=[CH:7]1.[CH2:15]([Sn:19](Cl)([CH2:24][CH2:25][CH2:26][CH3:27])[CH2:20][CH2:21][CH2:22][CH3:23])[CH2:16][CH2:17][CH3:18], predict the reaction product. The product is: [CH2:24]([Sn:19]([CH2:15][CH2:16][CH2:17][CH3:18])([CH2:20][CH2:21][CH2:22][CH3:23])[C:7]1[S:6][C:10]2[CH:11]=[CH:12][CH:13]=[CH:14][C:9]=2[N:8]=1)[CH2:25][CH2:26][CH3:27]. (2) Given the reactants Br[C:2]1[CH:10]=[CH:9][CH:8]=[C:7]2[C:3]=1[CH:4]=[CH:5][NH:6]2.[C:11]([C:14]1[CH:15]=[C:16](B(O)O)[CH:17]=[CH:18][CH:19]=1)([OH:13])=[O:12].[OH-].[Na+], predict the reaction product. The product is: [NH:6]1[C:7]2[C:3](=[C:2]([C:18]3[CH:19]=[C:14]([CH:15]=[CH:16][CH:17]=3)[C:11]([OH:13])=[O:12])[CH:10]=[CH:9][CH:8]=2)[CH:4]=[CH:5]1.